Dataset: Catalyst prediction with 721,799 reactions and 888 catalyst types from USPTO. Task: Predict which catalyst facilitates the given reaction. (1) Reactant: N(C(OC(C)C)=O)=NC(OC(C)C)=O.C1(P(C2C=CC=CC=2)C2C=CC=CC=2)C=CC=CC=1.[N+:34]([C:37]1[CH:38]=[CH:39][C:40]([OH:43])=[N:41][CH:42]=1)([O-:36])=[O:35].O[CH:45]1[CH2:50][CH2:49][C:48]([CH3:56])([C:51]([O:53][CH2:54][CH3:55])=[O:52])[CH2:47][CH2:46]1. Product: [CH3:56][C:48]1([C:51]([O:53][CH2:54][CH3:55])=[O:52])[CH2:49][CH2:50][CH:45]([O:43][C:40]2[CH:39]=[CH:38][C:37]([N+:34]([O-:36])=[O:35])=[CH:42][N:41]=2)[CH2:46][CH2:47]1. The catalyst class is: 1. (2) Reactant: [N:1]1[CH:6]=[CH:5][N:4]=[CH:3][C:2]=1[C:7]([O:9]C)=O.[C:11](#[N:13])[CH3:12].[H-].[Na+:15].C(OC)(C)(C)C. Product: [C:11]([CH:12]=[C:7]([C:2]1[CH:3]=[N:4][CH:5]=[CH:6][N:1]=1)[O-:9])#[N:13].[Na+:15]. The catalyst class is: 1. (3) Reactant: Cl[CH2:2][C:3]1[N:4]=[C:5]([C:9]2[CH:18]=[CH:17][C:12]([C:13]([O:15][CH3:16])=[O:14])=[CH:11][CH:10]=2)[O:6][C:7]=1[CH3:8].C(=O)([O-])[O-].[K+].[K+].[O:25]=[CH:26][C:27]1[CH:35]=[CH:34][C:32]([OH:33])=[C:29]([O:30][CH3:31])[CH:28]=1.CN(C)C=O. Product: [CH:26]([C:27]1[CH:35]=[CH:34][C:32]([O:33][CH2:2][C:3]2[N:4]=[C:5]([C:9]3[CH:18]=[CH:17][C:12]([C:13]([O:15][CH3:16])=[O:14])=[CH:11][CH:10]=3)[O:6][C:7]=2[CH3:8])=[C:29]([O:30][CH3:31])[CH:28]=1)=[O:25]. The catalyst class is: 6. (4) The catalyst class is: 6. Product: [C:1]1([C:7]2[C:16]([N:17]3[CH2:21][CH2:20][CH2:19][C@@H:18]3[C:22]([F:25])([F:23])[F:24])=[N:15][C:14]3[C:9](=[CH:10][CH:11]=[C:12]([C:26]([OH:28])=[O:27])[CH:13]=3)[N:8]=2)[CH:6]=[CH:5][CH:4]=[CH:3][CH:2]=1. Reactant: [C:1]1([C:7]2[C:16]([N:17]3[CH2:21][CH2:20][CH2:19][C@@H:18]3[C:22]([F:25])([F:24])[F:23])=[N:15][C:14]3[C:9](=[CH:10][CH:11]=[C:12]([C:26]([O:28]C)=[O:27])[CH:13]=3)[N:8]=2)[CH:6]=[CH:5][CH:4]=[CH:3][CH:2]=1.[OH-].[Na+].CO. (5) Reactant: Cl[C:2]1[C:7]([CH2:8][CH2:9]OS(C)(=O)=O)=[C:6]([Cl:15])[N:5]=[CH:4][N:3]=1.[CH3:16][O:17][C:18]1[CH:25]=[CH:24][C:21]([CH2:22][NH2:23])=[CH:20][CH:19]=1. Product: [Cl:15][C:6]1[C:7]2[CH2:8][CH2:9][N:23]([CH2:22][C:21]3[CH:24]=[CH:25][C:18]([O:17][CH3:16])=[CH:19][CH:20]=3)[C:2]=2[N:3]=[CH:4][N:5]=1. The catalyst class is: 26. (6) Reactant: [N:1]1[N:2]([C:6]2[CH:31]=[CH:30][CH:29]=[CH:28][C:7]=2[C:8]([N:10]2[C@H:15]([CH3:16])[CH2:14][CH2:13][C@@H:12]([O:17][C:18]3[N:26]=[C:25]([CH3:27])[CH:24]=[CH:23][C:19]=3[C:20](O)=[O:21])[CH2:11]2)=[O:9])[N:3]=[CH:4][CH:5]=1.B.CSC. Product: [CH3:27][C:25]1[N:26]=[C:18]([O:17][C@@H:12]2[CH2:13][CH2:14][C@@H:15]([CH3:16])[N:10]([C:8]([C:7]3[CH:28]=[CH:29][CH:30]=[CH:31][C:6]=3[N:2]3[N:3]=[CH:4][CH:5]=[N:1]3)=[O:9])[CH2:11]2)[C:19]([CH2:20][OH:21])=[CH:23][CH:24]=1. The catalyst class is: 1.